Dataset: Catalyst prediction with 721,799 reactions and 888 catalyst types from USPTO. Task: Predict which catalyst facilitates the given reaction. Reactant: [CH3:1][N:2]([CH3:7])[CH2:3][CH:4]([OH:6])[CH3:5].[H-].[Na+].[NH2:10][C:11]1[N:12]=[C:13](Cl)[C:14]([C:17]#[N:18])=[N:15][CH:16]=1. Product: [NH2:10][C:11]1[N:12]=[C:13]([O:6][CH:4]([CH3:5])[CH2:3][N:2]([CH3:7])[CH3:1])[C:14]([C:17]#[N:18])=[N:15][CH:16]=1. The catalyst class is: 12.